From a dataset of Forward reaction prediction with 1.9M reactions from USPTO patents (1976-2016). Predict the product of the given reaction. (1) The product is: [F:1][C:2]1[CH:8]=[C:7]([O:9][C:10]2[C:19]3[C:14](=[CH:15][C:16]([O:22][CH2:23][CH2:24][CH2:25][N:26]4[CH2:27][CH2:28][O:29][CH2:30][CH2:31]4)=[C:17]([O:20][CH3:21])[CH:18]=3)[N:13]=[CH:12][CH:11]=2)[CH:6]=[CH:5][C:3]=1[NH:4][C:43]([NH:60][CH:58]([C:55]1[CH:56]=[CH:57][C:52]([F:51])=[CH:53][CH:54]=1)[CH3:59])=[O:49]. Given the reactants [F:1][C:2]1[CH:8]=[C:7]([O:9][C:10]2[C:19]3[C:14](=[CH:15][C:16]([O:22][CH2:23][CH2:24][CH2:25][N:26]4[CH2:31][CH2:30][O:29][CH2:28][CH2:27]4)=[C:17]([O:20][CH3:21])[CH:18]=3)[N:13]=[CH:12][CH:11]=2)[CH:6]=[CH:5][C:3]=1[NH2:4].C(N(CC)CC)C.ClC(Cl)(O[C:43](=[O:49])OC(Cl)(Cl)Cl)Cl.[F:51][C:52]1[CH:57]=[CH:56][C:55]([CH:58]([NH2:60])[CH3:59])=[CH:54][CH:53]=1, predict the reaction product. (2) Given the reactants [N+](=[C:3]([C:9](=[O:15])[CH2:10][CH2:11][CH:12]([CH3:14])[CH3:13])[C:4]([O:6][CH2:7][CH3:8])=[O:5])=[N-].Cl, predict the reaction product. The product is: [CH3:13][C:12]1([CH3:14])[CH2:11][CH2:10][C:9](=[O:15])[CH:3]1[C:4]([O:6][CH2:7][CH3:8])=[O:5]. (3) Given the reactants FC1C=C(CNCCC(C)C)C=C(F)C=1[O:4][C:5]1[CH:17]=[CH:16][C:8]2[C:9](=[O:15])[O:10][C:11]([CH3:14])([CH3:13])[O:12][C:7]=2[CH:6]=1.CC(OC(OC(OC(C)(C)C)=O)=O)(C)C.C(=O)([O-])[O-].[K+].[K+].O, predict the reaction product. The product is: [OH:4][C:5]1[CH:17]=[CH:16][C:8]2[C:9](=[O:15])[O:10][C:11]([CH3:13])([CH3:14])[O:12][C:7]=2[CH:6]=1. (4) Given the reactants C([SiH](CC)CC)C.B(F)(F)F.CCOCC.[Br:17][C:18]1[CH:19]=[CH:20][C:21]([Cl:35])=[C:22]([C:24]([C:26]2[CH:31]=[CH:30][C:29]([O:32][CH2:33][CH3:34])=[CH:28][CH:27]=2)=O)[CH:23]=1.[OH-].[K+], predict the reaction product. The product is: [CH2:33]([O:32][C:29]1[CH:30]=[CH:31][C:26]([CH2:24][C:22]2[CH:23]=[C:18]([Br:17])[CH:19]=[CH:20][C:21]=2[Cl:35])=[CH:27][CH:28]=1)[CH3:34]. (5) Given the reactants [N:1]1([C:7]2[CH:12]=[CH:11][C:10]([C:13](=[O:15])[CH3:14])=[CH:9][CH:8]=2)[CH2:6][CH2:5][CH2:4][CH2:3][CH2:2]1.C[Si]([N-][Si](C)(C)C)(C)C.[Li+].Cl[Si](C)(C)C.[Br:31]NC(=O)CCC(N)=O, predict the reaction product. The product is: [Br:31][CH2:14][C:13]([C:10]1[CH:11]=[CH:12][C:7]([N:1]2[CH2:6][CH2:5][CH2:4][CH2:3][CH2:2]2)=[CH:8][CH:9]=1)=[O:15]. (6) Given the reactants [CH2:1]([O:8][CH2:9][CH2:10][CH2:11][CH2:12][OH:13])[C:2]1[CH:7]=[CH:6][CH:5]=[CH:4][CH:3]=1.P([O-])([O-])([O-])=[O:15].Cl([O-])=O.[Na+].Cl[O-].[Na+].[OH-].[Na+].S([O-])([O-])(=O)=O.[Na+].[Na+], predict the reaction product. The product is: [CH2:1]([O:8][CH2:9][CH2:10][CH2:11][C:12]([OH:15])=[O:13])[C:2]1[CH:7]=[CH:6][CH:5]=[CH:4][CH:3]=1.